This data is from Forward reaction prediction with 1.9M reactions from USPTO patents (1976-2016). The task is: Predict the product of the given reaction. (1) The product is: [C:24]([N:27]1[CH2:28][CH2:29][CH:30]([N:33]2[CH2:36][CH2:35][CH:34]2[C:37]([N:14]2[CH2:15][C@H:11]([S:8]([C:3]3[CH:4]=[CH:5][CH:6]=[CH:7][C:2]=3[Cl:1])(=[O:10])=[O:9])[CH2:12][C@H:13]2[C:16]([NH:18][C:19]2([C:22]#[N:23])[CH2:21][CH2:20]2)=[O:17])=[O:38])[CH2:31][CH2:32]1)(=[O:26])[CH3:25]. Given the reactants [Cl:1][C:2]1[CH:7]=[CH:6][CH:5]=[CH:4][C:3]=1[S:8]([C@H:11]1[CH2:15][NH:14][C@H:13]([C:16]([NH:18][C:19]2([C:22]#[N:23])[CH2:21][CH2:20]2)=[O:17])[CH2:12]1)(=[O:10])=[O:9].[C:24]([N:27]1[CH2:32][CH2:31][CH:30]([N:33]2[CH2:36][CH2:35][CH:34]2[C:37]([O-])=[O:38])[CH2:29][CH2:28]1)(=[O:26])[CH3:25].[Li+], predict the reaction product. (2) The product is: [F:1][C:2]1[CH:7]=[C:6]([F:8])[CH:5]=[CH:4][C:3]=1[C:9]1[O:10][C:11]2[CH:21]=[C:20]([N:22]([CH3:27])[S:23]([CH3:26])(=[O:25])=[O:24])[C:19]([C:38]3[CH:47]=[CH:46][C:45]4[CH2:44][CH2:43][N:42]5[C:48]6[CH:49]=[CH:50][CH:51]=[C:52]([F:55])[C:53]=6[CH:54]=[C:41]5[C:40]=4[N:39]=3)=[CH:18][C:12]=2[C:13]=1[C:14]([NH:16][CH3:17])=[O:15]. Given the reactants [F:1][C:2]1[CH:7]=[C:6]([F:8])[CH:5]=[CH:4][C:3]=1[C:9]1[O:10][C:11]2[CH:21]=[C:20]([N:22]([CH3:27])[S:23]([CH3:26])(=[O:25])=[O:24])[C:19](B3OC(C)(C)C(C)(C)O3)=[CH:18][C:12]=2[C:13]=1[C:14]([NH:16][CH3:17])=[O:15].Cl[C:38]1[CH:47]=[CH:46][C:45]2[CH2:44][CH2:43][N:42]3[C:48]4[CH:49]=[CH:50][CH:51]=[C:52]([F:55])[C:53]=4[CH:54]=[C:41]3[C:40]=2[N:39]=1.C([O-])([O-])=O.[K+].[K+], predict the reaction product. (3) Given the reactants [F:1][C:2]1[CH:3]=[CH:4][CH:5]=[C:6]2[C:11]=1[NH:10][C:9](=[O:12])[CH2:8][CH2:7]2.[C:13](Cl)(=[O:15])[CH3:14].C(=S)=S.[Cl-].[Al+3].[Cl-].[Cl-], predict the reaction product. The product is: [C:13]([C:4]1[CH:5]=[C:6]2[C:11](=[C:2]([F:1])[CH:3]=1)[NH:10][C:9](=[O:12])[CH2:8][CH2:7]2)(=[O:15])[CH3:14]. (4) Given the reactants [Br:1][C:2]1[CH:7]=[CH:6][C:5](Br)=[CH:4][C:3]=1[C:9]([F:12])([F:11])[F:10].[Br-].[CH3:14][C:15]1[CH:16]=[CH:17][C:18]([Zn+])=[N:19][CH:20]=1, predict the reaction product. The product is: [Br:1][C:2]1[CH:7]=[CH:6][C:5]([C:18]2[CH:17]=[CH:16][C:15]([CH3:14])=[CH:20][N:19]=2)=[CH:4][C:3]=1[C:9]([F:12])([F:11])[F:10]. (5) Given the reactants [CH3:1][C:2]1[N:3]=[C:4]2[CH:9]=[CH:8][C:7]([C:10]([O:12]C)=[O:11])=[CH:6][N:5]2[C:14]=1[C:15]1[CH:20]=[CH:19][CH:18]=[CH:17][CH:16]=1.[OH-].[Li+].O.Cl, predict the reaction product. The product is: [CH3:1][C:2]1[N:3]=[C:4]2[CH:9]=[CH:8][C:7]([C:10]([OH:12])=[O:11])=[CH:6][N:5]2[C:14]=1[C:15]1[CH:20]=[CH:19][CH:18]=[CH:17][CH:16]=1. (6) Given the reactants [F:1][C:2]1[CH:3]=[C:4]([Mg]Br)[CH:5]=[CH:6][C:7]=1[F:8].[CH3:11][N:12]1[CH2:17][C:16]([C:18]([O:20][CH3:21])=[O:19])=[CH:15][CH2:14][CH2:13]1.[Cl-].[NH4+].C[O-].[Na+], predict the reaction product. The product is: [F:1][C:2]1[CH:3]=[C:4]([C@@H:15]2[CH2:14][CH2:13][N:12]([CH3:11])[CH2:17][C@H:16]2[C:18]([O:20][CH3:21])=[O:19])[CH:5]=[CH:6][C:7]=1[F:8].